From a dataset of Forward reaction prediction with 1.9M reactions from USPTO patents (1976-2016). Predict the product of the given reaction. (1) Given the reactants [CH:1]1[C:2]2[N:3]([C:7]([CH2:10][OH:11])=[CH:8][CH:9]=2)[CH:4]=[CH:5][N:6]=1, predict the reaction product. The product is: [CH:1]1[C:2]2[N:3]([C:7]([CH:10]=[O:11])=[CH:8][CH:9]=2)[CH:4]=[CH:5][N:6]=1. (2) Given the reactants F[C:2]1[C:7]([N+:8]([O-:10])=[O:9])=[CH:6][CH:5]=[CH:4][C:3]=1[C:11]1[CH:16]=[CH:15][CH:14]=[CH:13][CH:12]=1.[NH2:17][C:18]1[CH:23]=[CH:22][CH:21]=[CH:20][CH:19]=1.[F-].[K+], predict the reaction product. The product is: [N+:8]([C:7]1[CH:6]=[CH:5][CH:4]=[C:3]([C:11]2[CH:16]=[CH:15][CH:14]=[CH:13][CH:12]=2)[C:2]=1[NH:17][C:18]1[CH:23]=[CH:22][CH:21]=[CH:20][CH:19]=1)([O-:10])=[O:9]. (3) Given the reactants OCC(C)(C)CCCOCCCC(C)(C)CO.C([O:20][C:21](=O)[C:22]([CH3:49])([C:43]1[CH:48]=[CH:47][CH:46]=[CH:45][CH:44]=1)[CH2:23][CH2:24][CH2:25][O:26][CH2:27][CH2:28][CH2:29][C:30]([C:38](OCC)=[O:39])([C:32]1[CH:37]=[CH:36][CH:35]=[CH:34][CH:33]=1)[CH3:31])C.[H-].[Al+3].[Li+].[H-].[H-].[H-], predict the reaction product. The product is: [OH:20][CH2:21][C:22]([CH3:49])([C:43]1[CH:48]=[CH:47][CH:46]=[CH:45][CH:44]=1)[CH2:23][CH2:24][CH2:25][O:26][CH2:27][CH2:28][CH2:29][C:30]([CH3:31])([C:32]1[CH:37]=[CH:36][CH:35]=[CH:34][CH:33]=1)[CH2:38][OH:39]. (4) Given the reactants F[C:2]1[CH:7]=[C:6]([F:8])[CH:5]=[CH:4][C:3]=1[C:9]1[CH:14]=[CH:13][CH:12]=[CH:11][C:10]=1[CH:15]([NH:17][S:18]([C:21]1[CH:26]=[CH:25][C:24]([O:27][CH3:28])=[CH:23][CH:22]=1)(=[O:20])=[O:19])[CH3:16].C(=O)([O-])[O-].[K+].[K+].O, predict the reaction product. The product is: [F:8][C:6]1[CH:7]=[CH:2][C:3]2[C:9]3[C:10]([CH:15]([CH3:16])[N:17]([S:18]([C:21]4[CH:22]=[CH:23][C:24]([O:27][CH3:28])=[CH:25][CH:26]=4)(=[O:19])=[O:20])[C:4]=2[CH:5]=1)=[CH:11][CH:12]=[CH:13][CH:14]=3. (5) Given the reactants [Cl:1][C:2]1[C:3]([CH2:13][O:14][C:15]2[CH:16]=[N:17][C:18]([O:22][CH2:23][C:24]([F:29])([F:28])[CH:25]([F:27])[F:26])=[C:19]([Cl:21])[CH:20]=2)=[CH:4][C:5]([F:12])=[C:6]([CH:11]=1)[C:7]([O:9]C)=[O:8].[OH-].[Li+], predict the reaction product. The product is: [Cl:1][C:2]1[C:3]([CH2:13][O:14][C:15]2[CH:16]=[N:17][C:18]([O:22][CH2:23][C:24]([F:28])([F:29])[CH:25]([F:26])[F:27])=[C:19]([Cl:21])[CH:20]=2)=[CH:4][C:5]([F:12])=[C:6]([CH:11]=1)[C:7]([OH:9])=[O:8].